Dataset: Full USPTO retrosynthesis dataset with 1.9M reactions from patents (1976-2016). Task: Predict the reactants needed to synthesize the given product. The reactants are: [Si:1]([O:8][CH2:9][C:10]1[N:11]([CH3:35])[C:12]2[C:17]([CH:18]=1)=[CH:16][C:15]([C:19](=[N:23][CH2:24][C:25]1[CH:30]=[CH:29][C:28]([O:31][CH3:32])=[CH:27][C:26]=1[O:33][CH3:34])[CH2:20][CH2:21][CH3:22])=[CH:14][CH:13]=2)([C:4]([CH3:7])([CH3:6])[CH3:5])([CH3:3])[CH3:2].CO[CH:38]=[C:39]([C:44]([O:46]C)=O)[C:40]([O:42][CH3:43])=[O:41]. Given the product [Si:1]([O:8][CH2:9][C:10]1[N:11]([CH3:35])[C:12]2[C:17]([CH:18]=1)=[CH:16][C:15]([C:19]1[N:23]([CH2:24][C:25]3[CH:30]=[CH:29][C:28]([O:31][CH3:32])=[CH:27][C:26]=3[O:33][CH3:34])[C:44](=[O:46])[C:39]([C:40]([O:42][CH3:43])=[O:41])=[CH:38][C:20]=1[CH2:21][CH3:22])=[CH:14][CH:13]=2)([C:4]([CH3:5])([CH3:6])[CH3:7])([CH3:3])[CH3:2], predict the reactants needed to synthesize it.